From a dataset of Reaction yield outcomes from USPTO patents with 853,638 reactions. Predict the reaction yield, written as a fraction of the theoretical maximum amount of product (1.0 means a 100% yield; for example, 0.34 means a 34% yield). (1) The reactants are [CH:1]([N:4]1[C:8]([C:9]2[N:18]=[C:17]3[N:11]([CH2:12][CH2:13][O:14][C:15]4[CH:22]=[C:21]([OH:23])[CH:20]=[CH:19][C:16]=43)[CH:10]=2)=[N:7][CH:6]=[N:5]1)([CH3:3])[CH3:2].[C:24]([C@H:27](OS(C)(=O)=O)[CH3:28])(=[O:26])[NH2:25].C(=O)([O-])[O-].[K+].[K+]. The catalyst is CN(C=O)C.O. The product is [CH:1]([N:4]1[C:8]([C:9]2[N:18]=[C:17]3[C:16]4[CH:19]=[CH:20][C:21]([O:23][C@@H:27]([CH3:28])[C:24]([NH2:25])=[O:26])=[CH:22][C:15]=4[O:14][CH2:13][CH2:12][N:11]3[CH:10]=2)=[N:7][CH:6]=[N:5]1)([CH3:3])[CH3:2]. The yield is 0.480. (2) The reactants are [H-].[Na+].[C:3]([O:7][C:8]([NH:10][C@@H:11]1[CH2:15][CH2:14][C@H:13]([C:16]([OH:18])=[O:17])[CH2:12]1)=[O:9])([CH3:6])([CH3:5])[CH3:4].I[CH3:20].Cl. The catalyst is O1CCCC1. The product is [C:3]([O:7][C:8]([N:10]([CH3:20])[C@@H:11]1[CH2:15][CH2:14][C@H:13]([C:16]([OH:18])=[O:17])[CH2:12]1)=[O:9])([CH3:6])([CH3:4])[CH3:5]. The yield is 0.310. (3) The reactants are Cl[C:2]1[N:3]=[C:4]([NH:11][C:12]2[CH:17]=[CH:16][C:15]([O:18][CH3:19])=[C:14]([O:20][CH3:21])[CH:13]=2)[C:5]2[N:10]=[CH:9][S:8][C:6]=2[N:7]=1.[NH:22]1[CH2:27][CH2:26][CH2:25][CH:24]([C:28]([O:30][CH3:31])=[O:29])[CH2:23]1.C([O-])([O-])=O.[Cs+].[Cs+].CC(C1C=C(C(C)C)C(C2C=CC=CC=2P(C2CCCCC2)C2CCCCC2)=C(C(C)C)C=1)C. The catalyst is O1CCOCC1.C1C=CC(/C=C/C(/C=C/C2C=CC=CC=2)=O)=CC=1.C1C=CC(/C=C/C(/C=C/C2C=CC=CC=2)=O)=CC=1.C1C=CC(/C=C/C(/C=C/C2C=CC=CC=2)=O)=CC=1.[Pd].[Pd]. The product is [CH3:21][O:20][C:14]1[CH:13]=[C:12]([NH:11][C:4]2[C:5]3[N:10]=[CH:9][S:8][C:6]=3[N:7]=[C:2]([N:22]3[CH2:27][CH2:26][CH2:25][CH:24]([C:28]([O:30][CH3:31])=[O:29])[CH2:23]3)[N:3]=2)[CH:17]=[CH:16][C:15]=1[O:18][CH3:19]. The yield is 0.560. (4) The reactants are [CH2:1]([N:8]1[CH2:13][C:12](=[O:14])[NH:11][C:10]2[CH:15]=[C:16]([CH2:19]O)[CH:17]=[N:18][C:9]1=2)[C:2]1[CH:7]=[CH:6][CH:5]=[CH:4][CH:3]=1.[I-].C(C[P+](C)(C)C)#N.C(N(C(C)C)C(C)C)C.Cl.[Cl:39][C:40]1[CH:45]=[CH:44][C:43]([CH:46]2[CH2:51][CH2:50][NH:49][CH2:48][CH2:47]2)=[CH:42][CH:41]=1. The catalyst is C(#N)CC. The product is [CH2:1]([N:8]1[CH2:13][C:12](=[O:14])[NH:11][C:10]2[CH:15]=[C:16]([CH2:19][N:49]3[CH2:50][CH2:51][CH:46]([C:43]4[CH:42]=[CH:41][C:40]([Cl:39])=[CH:45][CH:44]=4)[CH2:47][CH2:48]3)[CH:17]=[N:18][C:9]1=2)[C:2]1[CH:7]=[CH:6][CH:5]=[CH:4][CH:3]=1. The yield is 0.420. (5) The reactants are [F:1][C:2]([F:14])([F:13])[C:3]1[C:7]([C:8]([O:10][CH2:11][CH3:12])=[O:9])=[CH:6][NH:5][N:4]=1.[H-].[Na+].F[C:18]1[CH:25]=[CH:24][C:21]([C:22]#[N:23])=[CH:20][CH:19]=1. The catalyst is CN(C=O)C. The product is [C:22]([C:21]1[CH:24]=[CH:25][C:18]([N:5]2[CH:6]=[C:7]([C:8]([O:10][CH2:11][CH3:12])=[O:9])[C:3]([C:2]([F:1])([F:13])[F:14])=[N:4]2)=[CH:19][CH:20]=1)#[N:23]. The yield is 0.880.